Dataset: Forward reaction prediction with 1.9M reactions from USPTO patents (1976-2016). Task: Predict the product of the given reaction. Given the reactants [N+:1]([C:4]1[CH:5]=[C:6]2[C:11](=[CH:12][CH:13]=1)[NH:10][C:9](=O)[NH:8][C:7]2=O)([O-:3])=[O:2].CN1CCN(C)C1=O.P(Cl)(Cl)(Cl)=O.C(N(CC)CC)C.[ClH:36].[CH3:37][CH:38]([NH2:41])[CH:39]=[CH2:40], predict the reaction product. The product is: [Cl:36][C:9]1[N:8]=[C:7]([NH:41][CH:38]([CH3:37])[CH:39]=[CH2:40])[C:6]2[C:11](=[CH:12][CH:13]=[C:4]([N+:1]([O-:3])=[O:2])[CH:5]=2)[N:10]=1.